Dataset: NCI-60 drug combinations with 297,098 pairs across 59 cell lines. Task: Regression. Given two drug SMILES strings and cell line genomic features, predict the synergy score measuring deviation from expected non-interaction effect. (1) Drug 1: C1=NC2=C(N1)C(=S)N=C(N2)N. Drug 2: CNC(=O)C1=NC=CC(=C1)OC2=CC=C(C=C2)NC(=O)NC3=CC(=C(C=C3)Cl)C(F)(F)F. Cell line: RPMI-8226. Synergy scores: CSS=56.7, Synergy_ZIP=-0.434, Synergy_Bliss=-2.11, Synergy_Loewe=-10.3, Synergy_HSA=-1.13. (2) Drug 1: CS(=O)(=O)OCCCCOS(=O)(=O)C. Drug 2: C1CCC(C(C1)N)N.C(=O)(C(=O)[O-])[O-].[Pt+4]. Cell line: A498. Synergy scores: CSS=33.0, Synergy_ZIP=-0.535, Synergy_Bliss=3.38, Synergy_Loewe=-11.2, Synergy_HSA=3.88. (3) Drug 1: CN(C)C1=NC(=NC(=N1)N(C)C)N(C)C. Drug 2: C1C(C(OC1N2C=NC3=C2NC=NCC3O)CO)O. Cell line: RPMI-8226. Synergy scores: CSS=-9.20, Synergy_ZIP=4.04, Synergy_Bliss=-2.64, Synergy_Loewe=-7.83, Synergy_HSA=-12.0.